Dataset: Reaction yield outcomes from USPTO patents with 853,638 reactions. Task: Predict the reaction yield, written as a fraction of the theoretical maximum amount of product (1.0 means a 100% yield; for example, 0.34 means a 34% yield). (1) The reactants are [CH3:1][C:2]1[S:6][C:5]([C:7]([OH:9])=[O:8])=[CH:4][CH:3]=1.[C:10](=O)([O-])[O-].[K+].[K+].CI.C(OCC)C. The catalyst is CN(C)C=O. The product is [CH3:1][C:2]1[S:6][C:5]([C:7]([O:9][CH3:10])=[O:8])=[CH:4][CH:3]=1. The yield is 0.930. (2) The reactants are [CH:1]([C:3]1[C:8](I)=[CH:7][CH:6]=[CH:5][C:4]=1[N:10]1[CH:14]=[C:13]([C:15]#[N:16])[C:12]([NH:17][C:18]2[CH:23]=[CH:22][C:21]([C:24]([N:26]3[CH2:31][CH2:30][O:29][CH2:28][CH2:27]3)=[O:25])=[CH:20][CH:19]=2)=[N:11]1)=[O:2].[C:32]([C:36]1[CH:37]=[C:38]2[C:43](=[C:44]([F:46])[CH:45]=1)[C:42](=[O:47])[NH:41][N:40]=[CH:39]2)([CH3:35])([CH3:34])[CH3:33].C(=O)(O)[O-].[Na+]. The catalyst is CS(C)=O. The product is [C:32]([C:36]1[CH:37]=[C:38]2[C:43](=[C:44]([F:46])[CH:45]=1)[C:42](=[O:47])[N:41]([C:8]1[C:3]([CH:1]=[O:2])=[C:4]([N:10]3[CH:14]=[C:13]([C:15]#[N:16])[C:12]([NH:17][C:18]4[CH:23]=[CH:22][C:21]([C:24]([N:26]5[CH2:31][CH2:30][O:29][CH2:28][CH2:27]5)=[O:25])=[CH:20][CH:19]=4)=[N:11]3)[CH:5]=[CH:6][CH:7]=1)[N:40]=[CH:39]2)([CH3:35])([CH3:33])[CH3:34]. The yield is 0.400. (3) The reactants are O1CCCCC1[O:7][CH2:8][CH2:9][CH2:10][C:11]1([C:32]#[N:33])[CH2:18][C:17]2[C:12]1=[CH:13][C:14]([O:30][CH3:31])=[C:15]([O:19][Si:20]([CH:27]([CH3:29])[CH3:28])([CH:24]([CH3:26])[CH3:25])[CH:21]([CH3:23])[CH3:22])[CH:16]=2.CC1C=CC(S([O-])(=O)=O)=CC=1.C1C=C[NH+]=CC=1.C([O-])(O)=O.[Na+]. The catalyst is CCO. The product is [OH:7][CH2:8][CH2:9][CH2:10][C:11]1([C:32]#[N:33])[CH2:18][C:17]2[C:12]1=[CH:13][C:14]([O:30][CH3:31])=[C:15]([O:19][Si:20]([CH:24]([CH3:26])[CH3:25])([CH:27]([CH3:29])[CH3:28])[CH:21]([CH3:22])[CH3:23])[CH:16]=2. The yield is 0.980. (4) The reactants are [CH2:1]([Li])[CH2:2][CH2:3][CH3:4].O=O.Br[C:9]1[CH:14]=[CH:13][C:12]([Cl:15])=[C:11]([CH2:16][C:17]2[CH:22]=[CH:21][C:20]([O:23][CH2:24][CH3:25])=[CH:19][CH:18]=2)[CH:10]=1.CON(C)[C:29](=[O:81])[C@H:30]([O:73]CC1C=CC=CC=1)[C@@H:31]([O:65][CH2:66][C:67]1[CH:72]=[CH:71][CH:70]=[CH:69][CH:68]=1)[C@H:32]([O:57][CH2:58][C:59]1[CH:64]=[CH:63][CH:62]=[CH:61][CH:60]=1)[C:33]([OH:56])([CH2:45][O:46][CH2:47][C:48]1[CH:53]=[CH:52][C:51]([O:54][CH3:55])=[CH:50][CH:49]=1)[CH2:34][O:35][CH2:36][C:37]1[CH:42]=[CH:41][C:40]([O:43][CH3:44])=[CH:39][CH:38]=1.[Al].O1C[CH2:87][CH2:86][CH2:85]1. The catalyst is C(OCC)C. The product is [CH2:1]([O:73][CH:30]1[C@@H:31]([O:65][CH2:66][C:67]2[CH:68]=[CH:69][CH:70]=[CH:71][CH:72]=2)[C@H:32]([O:57][CH2:58][C:59]2[CH:64]=[CH:63][CH:62]=[CH:61][CH:60]=2)[C:33]([CH2:45][O:46][CH2:47][C:48]2[CH:49]=[CH:50][C:51]([O:54][CH3:55])=[CH:52][CH:53]=2)([CH2:34][O:35][CH2:36][C:37]2[CH:38]=[CH:39][C:40]([O:43][CH3:44])=[CH:41][CH:42]=2)[O:56][C:29]1([C:9]1[CH:14]=[CH:13][C:12]([Cl:15])=[C:11]([CH2:16][C:17]2[CH:22]=[CH:21][C:20]([O:23][CH2:24][CH3:25])=[CH:19][CH:18]=2)[CH:10]=1)[OH:81])[C:2]1[CH:87]=[CH:86][CH:85]=[CH:4][CH:3]=1. The yield is 0.380.